From a dataset of Reaction yield outcomes from USPTO patents with 853,638 reactions. Predict the reaction yield, written as a fraction of the theoretical maximum amount of product (1.0 means a 100% yield; for example, 0.34 means a 34% yield). (1) The reactants are [NH2:1][C:2]1[N:7]=[C:6]([O:8][CH3:9])[NH:5][C:4](=[O:10])[CH:3]=1.[Br:11][CH2:12][CH2:13][O:14][CH2:15][CH2:16]Br. No catalyst specified. The product is [NH2:1][C:2]1[N:7]=[C:6]([O:8][CH3:9])[N:5]([CH2:16][CH2:15][O:14][CH2:13][CH2:12][Br:11])[C:4](=[O:10])[CH:3]=1. The yield is 0.350. (2) The reactants are [C:1]([O:5][C:6]([N:8]1[CH2:12][CH2:11][CH2:10][CH:9]1[CH2:13][C:14](=[O:17])[CH:15]=[CH2:16])=[O:7])([CH3:4])([CH3:3])[CH3:2].CC1C=CC(S)=CC=1.Cl[C:27]1[CH:32]=[CH:31][CH:30]=[C:29]([C:33](OO)=O)[CH:28]=1.[S:37]([O-])([O-:40])(=[O:39])=S.[Na+].[Na+].C(=O)([O-])O.[Na+]. The catalyst is O1CCCC1. The product is [C:1]([O:5][C:6]([N:8]1[CH2:12][CH2:11][CH2:10][CH:9]1[CH2:13][C:14](=[O:17])[CH2:15][CH2:16][S:37]([C:32]1[CH:31]=[CH:30][C:29]([CH3:33])=[CH:28][CH:27]=1)(=[O:40])=[O:39])=[O:7])([CH3:4])([CH3:3])[CH3:2]. The yield is 0.940. (3) The reactants are COC(=O)[NH:4][C:5]1[CH:10]=[CH:9][C:8]([O:11][CH2:12][CH3:13])=[CH:7][C:6]=1[C:14]#[C:15][CH2:16][CH2:17][CH2:18]Cl.C(OC1C=CC2[N:29]3CC[CH2:35][C:28]3=[CH:27]C=2C=1)C.[OH-].[K+]. The catalyst is C(#N)C.[Pd](Cl)Cl. The product is [CH2:12]([O:11][C:8]1[CH:9]=[CH:10][C:5]2[N:4]3[CH2:18][CH2:17][CH2:16][C:15]3=[C:14]([CH2:27][C@@H:28]([NH2:29])[CH3:35])[C:6]=2[CH:7]=1)[CH3:13]. The yield is 0.690. (4) The reactants are [NH2:1][CH:2]([CH2:7][C:8]1[CH:9]=[C:10]2[C:15](=[CH:16][CH:17]=1)[N:14]=[C:13]([C:18]1[C:23]([Cl:24])=[CH:22][CH:21]=[CH:20][C:19]=1[Cl:25])[CH:12]=[CH:11]2)[C:3]([O:5][CH3:6])=[O:4].[Cl:26][C:27]1[CH:32]=[CH:31][CH:30]=[C:29]([Cl:33])[C:28]=1[N:34]=[C:35]=[O:36]. The catalyst is C(Cl)Cl. The product is [Cl:26][C:27]1[CH:32]=[CH:31][CH:30]=[C:29]([Cl:33])[C:28]=1[NH:34][C:35]([NH:1][CH:2]([CH2:7][C:8]1[CH:9]=[C:10]2[C:15](=[CH:16][CH:17]=1)[N:14]=[C:13]([C:18]1[C:23]([Cl:24])=[CH:22][CH:21]=[CH:20][C:19]=1[Cl:25])[CH:12]=[CH:11]2)[C:3]([O:5][CH3:6])=[O:4])=[O:36]. The yield is 0.360. (5) The reactants are Br[C:2]1[CH:3]=[N:4][C:5]([OH:11])=[C:6]([CH:10]=1)[C:7]([OH:9])=[O:8].[C:12]1(B(O)O)[CH:17]=[CH:16][CH:15]=[CH:14][CH:13]=1.C([O-])([O-])=O.[Cs+].[Cs+]. The catalyst is CN(C=O)C.Cl[Pd]Cl. The product is [O:11]=[C:5]1[C:6]([C:7]([OH:9])=[O:8])=[CH:10][C:2]([C:12]2[CH:17]=[CH:16][CH:15]=[CH:14][CH:13]=2)=[CH:3][NH:4]1. The yield is 0.180.